Dataset: Forward reaction prediction with 1.9M reactions from USPTO patents (1976-2016). Task: Predict the product of the given reaction. (1) Given the reactants [F:1][C:2]1[CH:3]=[CH:4][C:5]2[N:9]=[C:8]([C@@H:10]([NH2:12])[CH3:11])[N:7]([CH:13]([CH3:15])[CH3:14])[C:6]=2[C:16]=1[C:17]1[CH:22]=[CH:21][CH:20]=[CH:19][N:18]=1.[NH2:23][C:24]1[C:29]([C:30]#[N:31])=[C:28](Cl)[N:27]=[CH:26][N:25]=1.CCN(C(C)C)C(C)C, predict the reaction product. The product is: [NH2:23][C:24]1[C:29]([C:30]#[N:31])=[C:28]([NH:12][C@H:10]([C:8]2[N:7]([CH:13]([CH3:14])[CH3:15])[C:6]3[C:16]([C:17]4[CH:22]=[CH:21][CH:20]=[CH:19][N:18]=4)=[C:2]([F:1])[CH:3]=[CH:4][C:5]=3[N:9]=2)[CH3:11])[N:27]=[CH:26][N:25]=1. (2) Given the reactants [C:1]([C:5]1[CH:6]=[C:7]([OH:11])[CH:8]=[CH:9][CH:10]=1)([CH3:4])([CH3:3])[CH3:2].C(N(C(C)C)C(C)C)C.C1C=CC(N([S:28]([C:31]([F:34])([F:33])[F:32])(=[O:30])=[O:29])[S:28]([C:31]([F:34])([F:33])[F:32])(=[O:30])=[O:29])=CC=1, predict the reaction product. The product is: [F:32][C:31]([F:34])([F:33])[S:28]([O:11][C:7]1[CH:8]=[CH:9][CH:10]=[C:5]([C:1]([CH3:4])([CH3:2])[CH3:3])[CH:6]=1)(=[O:30])=[O:29]. (3) Given the reactants [CH2:1]([O:8][C:9]1[C:14]([N+:15]([O-])=O)=[CH:13][CH:12]=[C:11]([O:18][CH3:19])[N:10]=1)[C:2]1[CH:7]=[CH:6][CH:5]=[CH:4][CH:3]=1.C(Cl)Cl, predict the reaction product. The product is: [CH2:1]([O:8][C:9]1[C:14]([NH2:15])=[CH:13][CH:12]=[C:11]([O:18][CH3:19])[N:10]=1)[C:2]1[CH:3]=[CH:4][CH:5]=[CH:6][CH:7]=1. (4) The product is: [NH:27]1[C:22]2[CH:21]=[C:20]([N:8]3[C@@H:7]([C:1]4[CH:2]=[CH:3][CH:4]=[CH:5][CH:6]=4)[C@@H:11]([C:12]4[CH:13]=[CH:14][CH:15]=[CH:16][CH:17]=4)[O:10][C:9]3=[O:18])[CH:25]=[CH:24][C:23]=2[N:26]=[CH:28]1. Given the reactants [C:1]1([C@H:7]2[C@@H:11]([C:12]3[CH:17]=[CH:16][CH:15]=[CH:14][CH:13]=3)[O:10][C:9](=[O:18])[NH:8]2)[CH:6]=[CH:5][CH:4]=[CH:3][CH:2]=1.Br[C:20]1[CH:21]=[C:22]([NH2:27])[C:23]([NH2:26])=[CH:24][CH:25]=1.[C:28](=O)([O-])[O-].[K+].[K+].C1(N)CCCCC1N.Cl, predict the reaction product. (5) Given the reactants CC(C)([O-])C.[K+].[Cl:7][C:8]1[CH:9]=[C:10]([C@:15]2([CH2:22][CH:23]3[O:27][CH2:26][CH2:25][O:24]3)[CH2:20][NH:19][C:18](=[O:21])[CH2:17][CH2:16]2)[CH:11]=[CH:12][C:13]=1[Cl:14].F[C:29]1[CH:34]=[CH:33][CH:32]=[CH:31][N:30]=1, predict the reaction product. The product is: [Cl:7][C:8]1[CH:9]=[C:10]([C@:15]2([CH2:22][CH:23]3[O:27][CH2:26][CH2:25][O:24]3)[CH2:20][N:19]([C:29]3[CH:34]=[CH:33][CH:32]=[CH:31][N:30]=3)[C:18](=[O:21])[CH2:17][CH2:16]2)[CH:11]=[CH:12][C:13]=1[Cl:14]. (6) Given the reactants [NH2:1][C:2]1[N:9]=[CH:8][CH:7]=[C:6]([Cl:10])[C:3]=1[CH:4]=O.[C:11]([C:14]1[C:19]([C:20]([F:23])([F:22])[F:21])=[CH:18][C:17]([NH2:24])=[CH:16][N:15]=1)(=O)[CH3:12].CC([O-])(C)C.[K+], predict the reaction product. The product is: [Cl:10][C:6]1[CH:7]=[CH:8][N:9]=[C:2]2[C:3]=1[CH:4]=[CH:12][C:11]([C:14]1[N:15]=[CH:16][C:17]([NH2:24])=[CH:18][C:19]=1[C:20]([F:23])([F:21])[F:22])=[N:1]2. (7) Given the reactants [OH:1][C@:2]([C:32]1[CH:36]=[C:35]([CH3:37])[O:34][N:33]=1)([CH3:31])[C:3]#[C:4][C:5]1[CH:6]=[CH:7][C:8]2[O:14][CH2:13][CH2:12][N:11]3[C:15]([C:21]([NH:23]C4CCOCC4)=[O:22])=[C:16]([C:18]([NH2:20])=[O:19])[N:17]=[C:10]3[C:9]=2[CH:30]=1.N[C@H:39]1[CH2:43][CH2:42][O:41][CH2:40]1, predict the reaction product. The product is: [OH:1][C@:2]([C:32]1[CH:36]=[C:35]([CH3:37])[O:34][N:33]=1)([CH3:31])[C:3]#[C:4][C:5]1[CH:6]=[CH:7][C:8]2[O:14][CH2:13][CH2:12][N:17]3[C:16]([C:18]([NH:20][C@H:39]4[CH2:43][CH2:42][O:41][CH2:40]4)=[O:19])=[C:15]([C:21]([NH2:23])=[O:22])[N:11]=[C:10]3[C:9]=2[CH:30]=1.